Predict the reactants needed to synthesize the given product. From a dataset of Full USPTO retrosynthesis dataset with 1.9M reactions from patents (1976-2016). (1) The reactants are: [NH2:1][CH2:2][CH2:3][CH2:4][C@H:5]([NH:9][C:10]([O:12][CH2:13][C:14]1[CH:19]=[CH:18][CH:17]=[CH:16][CH:15]=1)=[O:11])[C:6]([OH:8])=[O:7].[O:20]=[C:21]1[C:29]2[C:24](=[CH:25][CH:26]=[CH:27][CH:28]=2)[C:23](=[O:30])N1C(OCC)=O.C=O.[CH3:38]C1C=CC(S(O)(=O)=O)=CC=1. Given the product [O:20]=[C:21]1[C:29]2[C:24](=[CH:25][CH:26]=[CH:27][CH:28]=2)[C:23](=[O:30])[N:1]1[CH2:2][CH2:3][CH2:4][C@H:5]1[C:6](=[O:8])[O:7][CH2:38][N:9]1[C:10]([O:12][CH2:13][C:14]1[CH:15]=[CH:16][CH:17]=[CH:18][CH:19]=1)=[O:11], predict the reactants needed to synthesize it. (2) The reactants are: [OH-].[Na+].[CH3:3][C:4]([C:6]1[CH:11]=[CH:10][C:9]([Br:12])=[CH:8][CH:7]=1)=[O:5].[Br:13][C:14]1[CH:21]=[CH:20][C:17]([CH:18]=O)=[CH:16][CH:15]=1.C(C1C=CC=CC=1)(=O)C. Given the product [Br:13][C:14]1[CH:21]=[CH:20][C:17]([CH:18]=[CH:3][C:4]([C:6]2[CH:11]=[CH:10][C:9]([Br:12])=[CH:8][CH:7]=2)=[O:5])=[CH:16][CH:15]=1, predict the reactants needed to synthesize it. (3) Given the product [C:31]([OH:35])(=[O:34])[CH2:32][OH:33].[CH2:1]([O:5][C:6]1[CH:11]=[CH:10][C:9]([CH2:12][C:13]([NH:16][CH2:17][C@@H:18]([C:20]2[C:28]3[S:27][C:26](=[O:29])[NH:25][C:24]=3[CH:23]=[C:22]([OH:30])[CH:21]=2)[OH:19])([CH3:14])[CH3:15])=[CH:8][CH:7]=1)[CH2:2][CH2:3][CH3:4], predict the reactants needed to synthesize it. The reactants are: [CH2:1]([O:5][C:6]1[CH:11]=[CH:10][C:9]([CH2:12][C:13]([NH:16][CH2:17][C@@H:18]([C:20]2[C:28]3[S:27][C:26](=[O:29])[NH:25][C:24]=3[CH:23]=[C:22]([OH:30])[CH:21]=2)[OH:19])([CH3:15])[CH3:14])=[CH:8][CH:7]=1)[CH2:2][CH2:3][CH3:4].[C:31]([OH:35])(=[O:34])[CH2:32][OH:33]. (4) Given the product [CH3:8][O:9][C:10]([C:11]1[CH:16]=[CH:15][C:14]([C:1]2[CH:6]=[CH:5][CH:4]=[CH:3][CH:2]=2)=[C:13]([O:18][C:19]([F:22])([F:21])[F:20])[CH:12]=1)=[O:23], predict the reactants needed to synthesize it. The reactants are: [C:1]1(C)[CH:6]=[CH:5][CH:4]=[CH:3][CH:2]=1.[CH3:8][O:9][C:10](=[O:23])[C:11]1[CH:16]=[CH:15][C:14](Br)=[C:13]([O:18][C:19]([F:22])([F:21])[F:20])[CH:12]=1.C1(B(O)O)C=CC=CC=1.C(=O)([O-])[O-].[Cs+].[Cs+]. (5) The reactants are: [CH3:1][C:2]1[CH:3]=[CH:4][CH:5]=[C:6]2[C:10]=1[NH:9][CH:8]=[CH:7]2.[H-].[Na+].[C:13](O[C:13]([O:15][C:16]([CH3:19])([CH3:18])[CH3:17])=[O:14])([O:15][C:16]([CH3:19])([CH3:18])[CH3:17])=[O:14]. Given the product [CH3:1][C:2]1[CH:3]=[CH:4][CH:5]=[C:6]2[C:10]=1[N:9]([C:13]([O:15][C:16]([CH3:19])([CH3:18])[CH3:17])=[O:14])[CH:8]=[CH:7]2, predict the reactants needed to synthesize it. (6) Given the product [Br:1][C:2]1[CH:3]=[C:4]([O:10][CH3:11])[C:5]([CH:22]([C:18]2[O:17][CH:21]=[CH:20][CH:19]=2)[OH:23])=[C:6]([F:8])[CH:7]=1, predict the reactants needed to synthesize it. The reactants are: [Br:1][C:2]1[CH:3]=[C:4]([O:10][CH3:11])[C:5](I)=[C:6]([F:8])[CH:7]=1.C([Mg]Cl)(C)C.[O:17]1[CH:21]=[CH:20][CH:19]=[C:18]1[CH:22]=[O:23]. (7) The reactants are: [NH2:1][C:2]1[CH:3]=[C:4]([CH:9]=[C:10]([N+:13]([O-:15])=[O:14])[C:11]=1[NH2:12])[C:5]([O:7][CH3:8])=[O:6].[CH:16](O)=O. Given the product [N+:13]([C:10]1[C:11]2[N:12]=[CH:16][NH:1][C:2]=2[CH:3]=[C:4]([C:5]([O:7][CH3:8])=[O:6])[CH:9]=1)([O-:15])=[O:14], predict the reactants needed to synthesize it. (8) The reactants are: I[C:2]1[C:10]2[C:5](=[N:6][CH:7]=[N:8][C:9]=2[NH2:11])[N:4]([CH:12]([C:14]2[CH:15]=[C:16]3[N:21]([C:22]=2[C:23]2[CH:28]=[CH:27][CH:26]=[CH:25][N:24]=2)[CH:20]=[CH:19][CH:18]=[CH:17]3)[CH3:13])[N:3]=1.[F:29][C:30]1[CH:31]=[C:32]([S:45]([NH2:48])(=[O:47])=[O:46])[CH:33]=[C:34](B2OC(C)(C)C(C)(C)O2)[CH:35]=1.CCO.C([O-])([O-])=O.[Na+].[Na+]. Given the product [NH2:11][C:9]1[N:8]=[CH:7][N:6]=[C:5]2[N:4]([CH:12]([C:14]3[CH:15]=[C:16]4[N:21]([C:22]=3[C:23]3[CH:28]=[CH:27][CH:26]=[CH:25][N:24]=3)[CH:20]=[CH:19][CH:18]=[CH:17]4)[CH3:13])[N:3]=[C:2]([C:34]3[CH:33]=[C:32]([S:45]([NH2:48])(=[O:47])=[O:46])[CH:31]=[C:30]([F:29])[CH:35]=3)[C:10]=12, predict the reactants needed to synthesize it. (9) Given the product [CH:33]1([NH:29][C:34]([NH:14][CH2:13][C@H:11]2[CH2:10][C@@H:9]([C:15]([N:17]3[CH2:21][CH2:20][S:19][CH2:18]3)=[O:16])[NH:8][CH2:12]2)=[O:35])[CH2:32][CH2:31][CH2:30][CH2:22]1, predict the reactants needed to synthesize it. The reactants are: C(OC([N:8]1[CH2:12][C@@H:11]([CH2:13][NH2:14])[CH2:10][C@H:9]1[C:15]([N:17]1[CH2:21][CH2:20][S:19][CH2:18]1)=[O:16])=O)(C)(C)C.[CH2:22](N(CC)CC)C.[N:29]1([C:34](Cl)=[O:35])[CH2:33][CH2:32][CH2:31][CH2:30]1.FC(F)(F)C(O)=O. (10) The reactants are: S([O-])([O-])=O.[Na+].[Na+].[C:7](=O)([O-])O.[Na+].[C:12]([N:15]1[CH2:21][CH2:20][C:19]2[CH:22]=[CH:23][C:24]([S:26](Cl)(=[O:28])=[O:27])=[CH:25][C:18]=2[CH2:17][CH2:16]1)(=[O:14])[CH3:13].CI. Given the product [C:12]([N:15]1[CH2:21][CH2:20][C:19]2[CH:22]=[CH:23][C:24]([S:26]([CH3:7])(=[O:28])=[O:27])=[CH:25][C:18]=2[CH2:17][CH2:16]1)(=[O:14])[CH3:13], predict the reactants needed to synthesize it.